Task: Regression. Given a peptide amino acid sequence and an MHC pseudo amino acid sequence, predict their binding affinity value. This is MHC class II binding data.. Dataset: Peptide-MHC class II binding affinity with 134,281 pairs from IEDB (1) The peptide sequence is AFKVAATAANAIPAN. The MHC is DRB1_0701 with pseudo-sequence DRB1_0701. The binding affinity (normalized) is 0.960. (2) The peptide sequence is LITAAAVTLWENGASSVW. The MHC is DRB1_1501 with pseudo-sequence DRB1_1501. The binding affinity (normalized) is 0.442. (3) The peptide sequence is EKKYFAATQFEMLAA. The MHC is HLA-DPA10201-DPB10501 with pseudo-sequence HLA-DPA10201-DPB10501. The binding affinity (normalized) is 0.805.